Task: Predict the reactants needed to synthesize the given product.. Dataset: Full USPTO retrosynthesis dataset with 1.9M reactions from patents (1976-2016) (1) Given the product [CH2:1]([O:3][C:4](=[O:27])[CH2:5][N:6]([S:15]([N:18]1[C:26]2[C:21](=[CH:22][CH:23]=[CH:24][CH:25]=2)[CH2:20][CH2:19]1)(=[O:17])=[O:16])[CH2:7][C:8]1[CH:9]=[CH:10][C:11]([O:14][CH2:40][CH2:39][C:30]2[N:31]=[C:32]([C:34]3[S:35][CH:36]=[CH:37][CH:38]=3)[O:33][C:29]=2[CH3:28])=[CH:12][CH:13]=1)[CH3:2], predict the reactants needed to synthesize it. The reactants are: [CH2:1]([O:3][C:4](=[O:27])[CH2:5][N:6]([S:15]([N:18]1[C:26]2[C:21](=[CH:22][CH:23]=[CH:24][CH:25]=2)[CH2:20][CH2:19]1)(=[O:17])=[O:16])[CH2:7][C:8]1[CH:13]=[CH:12][C:11]([OH:14])=[CH:10][CH:9]=1)[CH3:2].[CH3:28][C:29]1[O:33][C:32]([C:34]2[S:35][CH:36]=[CH:37][CH:38]=2)=[N:31][C:30]=1[CH2:39][CH2:40]O.C1(P(C2C=CC=CC=2)C2C=CC=CC=2)C=CC=CC=1.N(C(OC(C)C)=O)=NC(OC(C)C)=O. (2) The reactants are: [CH:1]1([C:7]([O:9][CH2:10][C:11]2[CH:16]=[CH:15][CH:14]=[CH:13][CH:12]=2)=[O:8])[CH2:6][CH2:5][CH2:4][CH2:3][CH2:2]1.C[Si](C)(C)N[Si](C)(C)C.[Li].[CH2:27](Br)[CH:28]=[CH2:29].Cl. Given the product [CH2:29]([C:1]1([C:7]([O:9][CH2:10][C:11]2[CH:12]=[CH:13][CH:14]=[CH:15][CH:16]=2)=[O:8])[CH2:6][CH2:5][CH2:4][CH2:3][CH2:2]1)[CH:28]=[CH2:27], predict the reactants needed to synthesize it. (3) Given the product [CH3:38][O:37][C:33]1[CH:32]=[C:31]([C@@H:29]([NH:26][C:27]([N:4]2[CH2:3][CH2:2][N:1]([C:7]3[C:8]4[S:15][C:14]([C:16]5[CH2:17][C:18]([CH3:25])([CH3:24])[NH:19][C:20]([CH3:23])([CH3:22])[CH:21]=5)=[CH:13][C:9]=4[N:10]=[CH:11][N:12]=3)[CH2:6][CH2:5]2)=[O:28])[CH3:30])[CH:36]=[CH:35][CH:34]=1, predict the reactants needed to synthesize it. The reactants are: [N:1]1([C:7]2[C:8]3[S:15][C:14]([C:16]4[CH2:17][C:18]([CH3:25])([CH3:24])[NH:19][C:20]([CH3:23])([CH3:22])[CH:21]=4)=[CH:13][C:9]=3[N:10]=[CH:11][N:12]=2)[CH2:6][CH2:5][NH:4][CH2:3][CH2:2]1.[N:26]([C@H:29]([C:31]1[CH:36]=[CH:35][CH:34]=[C:33]([O:37][CH3:38])[CH:32]=1)[CH3:30])=[C:27]=[O:28].C(N(CC)C(C)C)(C)C.